From a dataset of Forward reaction prediction with 1.9M reactions from USPTO patents (1976-2016). Predict the product of the given reaction. (1) Given the reactants [F:1][C:2]1[CH:20]=[C:19]([S:21]([CH3:24])(=[O:23])=[O:22])[C:18]([F:25])=[CH:17][C:3]=1[O:4][C@H:5]1[CH2:9][CH2:8][N:7]([CH:10]2[CH2:15][CH2:14][NH:13][CH2:12][CH2:11]2)[C:6]1=[O:16].C(=O)([O-])[O-].[K+].[K+].[N:32]#[C:33]Br, predict the reaction product. The product is: [F:1][C:2]1[CH:20]=[C:19]([S:21]([CH3:24])(=[O:23])=[O:22])[C:18]([F:25])=[CH:17][C:3]=1[O:4][C@H:5]1[CH2:9][CH2:8][N:7]([CH:10]2[CH2:15][CH2:14][N:13]([C:33]#[N:32])[CH2:12][CH2:11]2)[C:6]1=[O:16]. (2) Given the reactants ClC1C=C(Cl)C=CC=1C[O:10][C@@H:11]1[C@@H:15]([CH2:16][O:17]CC2C=CC(Cl)=CC=2Cl)[O:14][C@@H:13]([N:27]2[CH:40]=[C:31]3[CH:32]=[CH:33][C:34]4[C:35](=[O:39])[NH:36][N:37]=[CH:38][C:29]([C:30]=43)=[N:28]2)[C@:12]1([CH3:42])[OH:41].B(Cl)(Cl)Cl, predict the reaction product. The product is: [CH3:42][C@@:12]1([OH:41])[C@H:11]([OH:10])[C@@H:15]([CH2:16][OH:17])[O:14][C@H:13]1[N:27]1[CH:40]=[C:31]2[CH:32]=[CH:33][C:34]3[C:35](=[O:39])[NH:36][N:37]=[CH:38][C:29]([C:30]=32)=[N:28]1. (3) Given the reactants Br[C:2]1[CH:7]=[CH:6][CH:5]=[C:4]([Cl:8])[CH:3]=1.[F:9][C:10]1[CH:33]=[CH:32][C:13]([O:14][C:15]2[C:16](=[O:31])[NH:17][N:18]=[CH:19][C:20]=2[C:21]2[CH:26]=[CH:25][C:24]([S:27]([CH3:30])(=[O:29])=[O:28])=[CH:23][CH:22]=2)=[CH:12][CH:11]=1.N, predict the reaction product. The product is: [Cl:8][C:4]1[CH:3]=[C:2]([N:17]2[C:16](=[O:31])[C:15]([O:14][C:13]3[CH:32]=[CH:33][C:10]([F:9])=[CH:11][CH:12]=3)=[C:20]([C:21]3[CH:26]=[CH:25][C:24]([S:27]([CH3:30])(=[O:28])=[O:29])=[CH:23][CH:22]=3)[CH:19]=[N:18]2)[CH:7]=[CH:6][CH:5]=1. (4) Given the reactants [F:1][C:2]1[N:10]=[C:9]2[C:5]([NH:6][CH:7]=[N:8]2)=[C:4]([Cl:11])[N:3]=1.C(=O)([O-])[O-].[K+].[K+].[CH:18](I)([CH3:20])[CH3:19], predict the reaction product. The product is: [Cl:11][C:4]1[N:3]=[C:2]([F:1])[N:10]=[C:9]2[C:5]=1[N:6]=[CH:7][N:8]2[CH:18]([CH3:20])[CH3:19]. (5) Given the reactants [CH2:1]([C:4]1[C:8](/[CH:9]=[CH:10]/[C:11]([O:13][CH2:14][CH3:15])=[O:12])=[CH:7][N:6]([C:16]2[CH:21]=[CH:20][C:19]([C:22]([F:25])([F:24])[F:23])=[CH:18][N:17]=2)[N:5]=1)[CH2:2][CH3:3], predict the reaction product. The product is: [CH2:1]([C:4]1[C:8]([CH2:9][CH2:10][C:11]([O:13][CH2:14][CH3:15])=[O:12])=[CH:7][N:6]([C:16]2[CH:21]=[CH:20][C:19]([C:22]([F:23])([F:25])[F:24])=[CH:18][N:17]=2)[N:5]=1)[CH2:2][CH3:3]. (6) Given the reactants C([O:3][C:4](=[O:23])[C:5]1[CH:17]=[C:16]([C:18]([CH:20]2[CH2:22][CH2:21]2)=[O:19])[CH:15]=[C:7]([C:8]([N:10]([CH3:14])[CH2:11][CH2:12][CH3:13])=[O:9])[CH:6]=1)C, predict the reaction product. The product is: [CH:20]1([C:18]([C:16]2[CH:15]=[C:7]([C:8]([N:10]([CH3:14])[CH2:11][CH2:12][CH3:13])=[O:9])[CH:6]=[C:5]([CH:17]=2)[C:4]([OH:23])=[O:3])=[O:19])[CH2:22][CH2:21]1. (7) Given the reactants [CH2:1]([O:3][C:4](=[O:15])[C:5]#[C:6][C:7]1[CH:12]=[CH:11][C:10]([O:13][CH3:14])=[CH:9][CH:8]=1)[CH3:2].[C:16]([O:20][C:21]([N:23]1[C:32]2[C:27](=[CH:28][CH:29]=[C:30]([CH2:33][CH2:34][O:35][C:36]3[CH:37]=[C:38]4[C:42](=[CH:43][CH:44]=3)[NH:41][CH:40]=[CH:39]4)[N:31]=2)[CH2:26][CH2:25][CH2:24]1)=[O:22])([CH3:19])([CH3:18])[CH3:17], predict the reaction product. The product is: [C:16]([O:20][C:21]([N:23]1[C:32]2[C:27](=[CH:28][CH:29]=[C:30]([CH2:33][CH2:34][O:35][C:36]3[CH:37]=[C:38]4[C:42](=[CH:43][CH:44]=3)[N:41]([C:6]([C:7]3[CH:8]=[CH:9][C:10]([O:13][CH3:14])=[CH:11][CH:12]=3)=[CH:5][C:4]([O:3][CH2:1][CH3:2])=[O:15])[CH:40]=[CH:39]4)[N:31]=2)[CH2:26][CH2:25][CH2:24]1)=[O:22])([CH3:19])([CH3:17])[CH3:18]. (8) Given the reactants Br[C:2]1[S:6][C:5]([CH:7]=[O:8])=[CH:4][CH:3]=1.[CH2:9](B(O)O)[CH2:10][CH2:11][CH2:12][CH3:13], predict the reaction product. The product is: [CH2:9]([C:2]1[S:6][C:5]([CH:7]=[O:8])=[CH:4][CH:3]=1)[CH2:10][CH2:11][CH2:12][CH3:13]. (9) Given the reactants Cl[C:2]1[C:3]([NH2:9])=[N:4][CH:5]=[N:6][C:7]=1Cl.[O:10]([C:17]1[CH:22]=[CH:21][C:20](B(O)O)=[CH:19][CH:18]=1)[C:11]1[CH:16]=[CH:15][CH:14]=[CH:13][CH:12]=1.[OH:26][CH:27]1[CH2:40][C:29]2([CH2:32][N:31]([C:33]([O:35]C(C)(C)C)=O)[CH2:30]2)[CH2:28]1.[F:41][CH:42]1[CH2:45][N:44]([CH2:46]/[CH:47]=[CH:48]/C(O)=O)[CH2:43]1, predict the reaction product. The product is: [NH2:9][C:3]1[N:4]=[CH:5][N:6]=[C:7]([O:26][CH:27]2[CH2:28][C:29]3([CH2:30][N:31]([C:33](=[O:35])/[CH:48]=[CH:47]/[CH2:46][N:44]4[CH2:45][CH:42]([F:41])[CH2:43]4)[CH2:32]3)[CH2:40]2)[C:2]=1[C:14]1[CH:15]=[CH:16][C:11]([O:10][C:17]2[CH:22]=[CH:21][CH:20]=[CH:19][CH:18]=2)=[CH:12][CH:13]=1. (10) Given the reactants Cl.[NH2:2][C@@H:3]1[C:12]([CH3:14])([CH3:13])[C:11]2[CH:10]=[C:9]([C:15]([NH2:17])=[O:16])[CH:8]=[CH:7][C:6]=2[CH2:5][C@H:4]1[O:18][CH3:19].C(N(CC)CC)C.[CH2:27]([O:29][C:30](=[O:33])[CH:31]=[CH2:32])[CH3:28], predict the reaction product. The product is: [CH2:27]([O:29][C:30](=[O:33])[CH2:31][CH2:32][NH:2][C@H:3]1[C@H:4]([O:18][CH3:19])[CH2:5][C:6]2[C:11](=[CH:10][C:9]([C:15](=[O:16])[NH2:17])=[CH:8][CH:7]=2)[C:12]1([CH3:14])[CH3:13])[CH3:28].